The task is: Predict the product of the given reaction.. This data is from Forward reaction prediction with 1.9M reactions from USPTO patents (1976-2016). Given the reactants [Cl:1][C:2]1[CH:3]=[C:4]([N:9]([Si](C)(C)C)[Si](C)(C)C)[CH:5]=[CH:6][C:7]=1[F:8].[Li]CCCC.COCN[C:27]([CH:29]1[CH2:31][CH2:30]1)=[O:28].CO, predict the reaction product. The product is: [NH2:9][C:4]1[CH:3]=[C:2]([Cl:1])[C:7]([F:8])=[C:6]([C:27]([CH:29]2[CH2:31][CH2:30]2)=[O:28])[CH:5]=1.